The task is: Regression. Given a peptide amino acid sequence and an MHC pseudo amino acid sequence, predict their binding affinity value. This is MHC class II binding data.. This data is from Peptide-MHC class II binding affinity with 134,281 pairs from IEDB. (1) The peptide sequence is LFIRMAWHAAGTYRI. The MHC is DRB1_1501 with pseudo-sequence DRB1_1501. The binding affinity (normalized) is 0.405. (2) The peptide sequence is AITAMSEAQKAAKPA. The MHC is DRB1_1501 with pseudo-sequence DRB1_1501. The binding affinity (normalized) is 0.209. (3) The peptide sequence is INEPTAAAIATGLDR. The MHC is HLA-DQA10401-DQB10402 with pseudo-sequence HLA-DQA10401-DQB10402. The binding affinity (normalized) is 0.361.